The task is: Predict the reactants needed to synthesize the given product.. This data is from Full USPTO retrosynthesis dataset with 1.9M reactions from patents (1976-2016). (1) The reactants are: [N+:1]([C:4]1[CH:5]=[C:6]([OH:16])[CH:7]=[CH:8][C:9]=1[C:10]1[CH:15]=[CH:14][CH:13]=[CH:12][CH:11]=1)([O-:3])=[O:2].Br[CH2:18][CH2:19][CH2:20][CH2:21][CH2:22][CH2:23][CH2:24][CH2:25][OH:26]. Given the product [N+:1]([C:4]1[CH:5]=[C:6]([CH:7]=[CH:8][C:9]=1[C:10]1[CH:15]=[CH:14][CH:13]=[CH:12][CH:11]=1)[O:16][CH2:18][CH2:19][CH2:20][CH2:21][CH2:22][CH2:23][CH2:24][CH2:25][OH:26])([O-:3])=[O:2], predict the reactants needed to synthesize it. (2) Given the product [CH2:17]([NH:7][CH:6]([CH2:8][C:9]1[CH:10]=[CH:11][C:12]([OH:15])=[CH:13][CH:14]=1)[C:5]([O:4][CH2:2][CH3:3])=[O:16])[CH3:18], predict the reactants needed to synthesize it. The reactants are: Cl.[CH2:2]([O:4][C:5](=[O:16])[CH:6]([CH2:8][C:9]1[CH:14]=[CH:13][C:12]([OH:15])=[CH:11][CH:10]=1)[NH2:7])[CH3:3].[CH:17](=O)[CH3:18].C([BH3-])#N.[Na+].